Dataset: NCI-60 drug combinations with 297,098 pairs across 59 cell lines. Task: Regression. Given two drug SMILES strings and cell line genomic features, predict the synergy score measuring deviation from expected non-interaction effect. (1) Drug 1: C1=CN(C=N1)CC(O)(P(=O)(O)O)P(=O)(O)O. Drug 2: C1CC(=O)NC(=O)C1N2C(=O)C3=CC=CC=C3C2=O. Cell line: SK-MEL-5. Synergy scores: CSS=-0.555, Synergy_ZIP=-0.474, Synergy_Bliss=-2.55, Synergy_Loewe=-5.15, Synergy_HSA=-3.26. (2) Drug 1: CCC1=C2CN3C(=CC4=C(C3=O)COC(=O)C4(CC)O)C2=NC5=C1C=C(C=C5)O. Drug 2: CC(C)CN1C=NC2=C1C3=CC=CC=C3N=C2N. Cell line: SF-539. Synergy scores: CSS=40.2, Synergy_ZIP=-1.58, Synergy_Bliss=-1.25, Synergy_Loewe=-41.4, Synergy_HSA=-0.988. (3) Drug 1: CC12CCC3C(C1CCC2=O)CC(=C)C4=CC(=O)C=CC34C. Drug 2: CC1CCC2CC(C(=CC=CC=CC(CC(C(=O)C(C(C(=CC(C(=O)CC(OC(=O)C3CCCCN3C(=O)C(=O)C1(O2)O)C(C)CC4CCC(C(C4)OC)OCCO)C)C)O)OC)C)C)C)OC. Cell line: 786-0. Synergy scores: CSS=35.7, Synergy_ZIP=-0.199, Synergy_Bliss=-1.89, Synergy_Loewe=-2.26, Synergy_HSA=-1.57. (4) Drug 1: C1CN1P(=S)(N2CC2)N3CC3. Drug 2: CCC1=C2CN3C(=CC4=C(C3=O)COC(=O)C4(CC)O)C2=NC5=C1C=C(C=C5)O. Cell line: SR. Synergy scores: CSS=76.3, Synergy_ZIP=0.724, Synergy_Bliss=0.530, Synergy_Loewe=1.34, Synergy_HSA=3.63. (5) Drug 1: C1=NC2=C(N=C(N=C2N1C3C(C(C(O3)CO)O)F)Cl)N. Drug 2: CC1=C2C(C(=O)C3(C(CC4C(C3C(C(C2(C)C)(CC1OC(=O)C(C(C5=CC=CC=C5)NC(=O)C6=CC=CC=C6)O)O)OC(=O)C7=CC=CC=C7)(CO4)OC(=O)C)O)C)OC(=O)C. Cell line: SNB-19. Synergy scores: CSS=22.4, Synergy_ZIP=-5.33, Synergy_Bliss=3.76, Synergy_Loewe=-6.60, Synergy_HSA=-1.39. (6) Drug 1: C1=C(C(=O)NC(=O)N1)F. Drug 2: CC12CCC3C(C1CCC2O)C(CC4=C3C=CC(=C4)O)CCCCCCCCCS(=O)CCCC(C(F)(F)F)(F)F. Cell line: OVCAR3. Synergy scores: CSS=57.0, Synergy_ZIP=-3.13, Synergy_Bliss=-7.18, Synergy_Loewe=-8.53, Synergy_HSA=-7.91. (7) Drug 1: CN1C(=O)N2C=NC(=C2N=N1)C(=O)N. Drug 2: CC12CCC3C(C1CCC2O)C(CC4=C3C=CC(=C4)O)CCCCCCCCCS(=O)CCCC(C(F)(F)F)(F)F. Cell line: MALME-3M. Synergy scores: CSS=-1.41, Synergy_ZIP=1.36, Synergy_Bliss=0.249, Synergy_Loewe=-2.54, Synergy_HSA=-2.60. (8) Drug 1: CC1=CC=C(C=C1)C2=CC(=NN2C3=CC=C(C=C3)S(=O)(=O)N)C(F)(F)F. Drug 2: CCN(CC)CCCC(C)NC1=C2C=C(C=CC2=NC3=C1C=CC(=C3)Cl)OC. Cell line: NCI-H226. Synergy scores: CSS=10.4, Synergy_ZIP=-4.13, Synergy_Bliss=-1.43, Synergy_Loewe=-5.13, Synergy_HSA=-2.46.